From a dataset of Acute oral toxicity (LD50) regression data from Zhu et al.. Regression/Classification. Given a drug SMILES string, predict its toxicity properties. Task type varies by dataset: regression for continuous values (e.g., LD50, hERG inhibition percentage) or binary classification for toxic/non-toxic outcomes (e.g., AMES mutagenicity, cardiotoxicity, hepatotoxicity). Dataset: ld50_zhu. The molecule is CC(C)CCN(C)C. The rat oral LD50 is 2.71, given as -log10 of the dose in mol/kg body weight (higher means more acutely toxic).